From a dataset of hERG potassium channel inhibition data for cardiac toxicity prediction from Karim et al.. Regression/Classification. Given a drug SMILES string, predict its toxicity properties. Task type varies by dataset: regression for continuous values (e.g., LD50, hERG inhibition percentage) or binary classification for toxic/non-toxic outcomes (e.g., AMES mutagenicity, cardiotoxicity, hepatotoxicity). Dataset: herg_karim. (1) The compound is C[C@H]([C@@H](O)c1ccc2[nH]c(=O)oc2c1)N1CCC(O)(c2ccc(F)cc2)CC1. The result is 1 (blocker). (2) The molecule is CC(=O)N[C@H]1CC(C)(C)Oc2nc(-c3ccc(Cl)cc3Cl)c(-c3ccc(Cl)cc3)cc21. The result is 1 (blocker). (3) The compound is Cc1ccc2c(-c3nnc(SCCN4CCc5ccc(-c6cc(C)nn6C)cc5CC4)n3C)cccc2n1. The result is 1 (blocker). (4) The drug is CS(=O)(=O)Cc1cc(N2CCOCC2)nc(-c2cccc3[nH]ccc23)n1. The result is 0 (non-blocker). (5) The drug is C[C@@H]1CN(c2nnc(C(F)(F)F)o2)CCN1c1ncc(OCc2ccc(C[S+](C)[O-])cc2F)cn1. The result is 0 (non-blocker). (6) The molecule is c1ccc(Cc2ncc3c(n2)CCNCC3)cc1. The result is 0 (non-blocker). (7) The drug is COCC(C)Nc1nc(N2CCOC[C@@H]2C)c2ccc(-c3ccc(OC)c(CO)c3)nc2n1. The result is 0 (non-blocker). (8) The compound is CN(C)C(=N)c1ccc(CN2C(=O)CN(S(=O)(=O)c3cc4cc(Cl)ccc4[nH]3)C[C@@H]2CC(=O)O)cc1. The result is 0 (non-blocker).